The task is: Predict which catalyst facilitates the given reaction.. This data is from Catalyst prediction with 721,799 reactions and 888 catalyst types from USPTO. (1) Product: [CH3:31][O:30][C:26]1[CH:25]=[C:24]([C:20]2[N:19]=[C:18]([NH:10][C:6]3[CH:5]=[C:4]4[C:9](=[CH:8][CH:7]=3)[NH:1][N:2]=[CH:3]4)[CH:23]=[CH:22][N:21]=2)[CH:29]=[CH:28][CH:27]=1. The catalyst class is: 2. Reactant: [NH:1]1[C:9]2[C:4](=[CH:5][C:6]([N:10]([C:18]3[CH:23]=[CH:22][N:21]=[C:20]([C:24]4[CH:29]=[CH:28][CH:27]=[C:26]([O:30][CH3:31])[CH:25]=4)[N:19]=3)C(=O)OC(C)(C)C)=[CH:7][CH:8]=2)[CH:3]=[N:2]1.C(O)(C(F)(F)F)=O. (2) Reactant: C[O:2][C:3](=[O:36])[CH:4]([C:11]1[CH:16]=[CH:15][C:14]([CH:17]=[CH:18][C:19](=[O:35])[NH:20][C:21]2[CH:26]=[CH:25][CH:24]=[CH:23][C:22]=2[NH:27][C:28]([O:30][C:31]([CH3:34])([CH3:33])[CH3:32])=[O:29])=[CH:13][CH:12]=1)[N:5]1[CH2:9][CH2:8][CH:7]([OH:10])[CH2:6]1.[Li+].[OH-]. Product: [C:31]([O:30][C:28]([NH:27][C:22]1[CH:23]=[CH:24][CH:25]=[CH:26][C:21]=1[NH:20][C:19](/[CH:18]=[CH:17]/[C:14]1[CH:13]=[CH:12][C:11]([CH:4]([N:5]2[CH2:9][CH2:8][C@H:7]([OH:10])[CH2:6]2)[C:3]([OH:36])=[O:2])=[CH:16][CH:15]=1)=[O:35])=[O:29])([CH3:34])([CH3:32])[CH3:33]. The catalyst class is: 5. (3) Reactant: [Br:1][C:2]1[N:3]([CH2:10][CH:11]([O:21][CH:22]2[CH2:27][CH2:26][CH2:25][CH2:24][O:23]2)[CH2:12][O:13][Si](C(C)(C)C)(C)C)[CH:4]=[C:5]([N+:7]([O-:9])=[O:8])[N:6]=1.O1CCCC1.[F-].C([N+](CCCC)(CCCC)CCCC)CCC. Product: [Br:1][C:2]1[N:3]([CH2:10][CH:11]([O:21][CH:22]2[CH2:27][CH2:26][CH2:25][CH2:24][O:23]2)[CH2:12][OH:13])[CH:4]=[C:5]([N+:7]([O-:9])=[O:8])[N:6]=1. The catalyst class is: 7. (4) Reactant: C([O-])([O-])=O.[K+].[K+].[CH3:7][CH:8]([S:10]([NH:13][C@H:14]1[CH2:19][CH2:18][C@H:17]([CH2:20][NH:21][C:22](=[S:32])[NH:23]C(=O)C2C=CC=CC=2)[CH2:16][CH2:15]1)(=[O:12])=[O:11])[CH3:9].CO.O. Product: [NH2:23][C:22]([NH:21][CH2:20][C@H:17]1[CH2:16][CH2:15][C@H:14]([NH:13][S:10]([CH:8]([CH3:9])[CH3:7])(=[O:11])=[O:12])[CH2:19][CH2:18]1)=[S:32]. The catalyst class is: 21. (5) Reactant: Cl.[CH3:2][N:3]1[C:18]2[C:13](=[CH:14][CH:15]=[CH:16][CH:17]=2)[C:5]([CH2:6][C@@H:7]([C:9]([O:11][CH3:12])=[O:10])[NH2:8])=[CH:4]1.C(N(CC)CC)C.[F:26][C:27]1[CH:37]=[C:36]([F:38])[CH:35]=[CH:34][C:28]=1[CH:29]=[CH:30][C:31](O)=[O:32].CCN=C=NCCCN(C)C.Cl. Product: [F:26][C:27]1[CH:37]=[C:36]([F:38])[CH:35]=[CH:34][C:28]=1[CH:29]=[CH:30][C:31]([NH:8][C@H:7]([C:9]([O:11][CH3:12])=[O:10])[CH2:6][C:5]1[C:13]2[C:18](=[CH:17][CH:16]=[CH:15][CH:14]=2)[N:3]([CH3:2])[CH:4]=1)=[O:32]. The catalyst class is: 2. (6) Reactant: CN(C)C=O.[F:6][C:7]1[CH:8]=[CH:9][C:10]2[N:11]([C:13]([C:16]3[CH:21]=[CH:20][C:19]([OH:22])=[CH:18][CH:17]=3)=[CH:14][N:15]=2)[CH:12]=1.Br[CH2:24][CH2:25][O:26][CH:27]1[CH2:32][CH2:31][CH2:30][CH2:29][O:28]1.C(=O)([O-])[O-].[K+].[K+]. Product: [F:6][C:7]1[CH:8]=[CH:9][C:10]2[N:11]([C:13]([C:16]3[CH:21]=[CH:20][C:19]([O:22][CH2:24][CH2:25][O:26][CH:27]4[CH2:32][CH2:31][CH2:30][CH2:29][O:28]4)=[CH:18][CH:17]=3)=[CH:14][N:15]=2)[CH:12]=1. The catalyst class is: 84. (7) Reactant: [Br:1][C:2]1[CH:7]=[N:6][C:5](Br)=[CH:4][N:3]=1.O.[NH2:10][NH2:11]. Product: [Br:1][C:2]1[CH:7]=[N:6][C:5]([NH:10][NH2:11])=[CH:4][N:3]=1. The catalyst class is: 41. (8) Reactant: [CH:1]1[C:6]([OH:7])=[CH:5][CH:4]=[CH:3][C:2]=1[CH3:8].[C:9](O[C:9]([C:11]([F:14])([F:13])[F:12])=[O:10])([C:11]([F:14])([F:13])[F:12])=[O:10].[Cl-].[Cl-].[Cl-].[Al+3]. Product: [F:12][C:11]([F:14])([F:13])[C:9]([C:5]1[CH:4]=[CH:3][C:2]([CH3:8])=[CH:1][C:6]=1[OH:7])=[O:10]. The catalyst class is: 26. (9) Product: [CH2:3]([O:5][C:6]1[CH:39]=[CH:38][CH:37]=[CH:36][C:7]=1[O:8][C@@H:9]1[CH2:14][CH2:13][CH2:12][N:11]([C:15]2[N:16]=[CH:17][C:18]([C:21]([NH:23][CH2:24][C:25]3[CH:26]=[C:27]([CH:32]=[C:33]([CH3:35])[CH:34]=3)[C:28]([OH:30])=[O:29])=[O:22])=[CH:19][N:20]=2)[CH2:10]1)[CH3:4]. The catalyst class is: 1. Reactant: [OH-].[Na+].[CH2:3]([O:5][C:6]1[CH:39]=[CH:38][CH:37]=[CH:36][C:7]=1[O:8][C@@H:9]1[CH2:14][CH2:13][CH2:12][N:11]([C:15]2[N:20]=[CH:19][C:18]([C:21]([NH:23][CH2:24][C:25]3[CH:26]=[C:27]([CH:32]=[C:33]([CH3:35])[CH:34]=3)[C:28]([O:30]C)=[O:29])=[O:22])=[CH:17][N:16]=2)[CH2:10]1)[CH3:4].